From a dataset of Catalyst prediction with 721,799 reactions and 888 catalyst types from USPTO. Predict which catalyst facilitates the given reaction. (1) Reactant: [F:1][C:2]([F:33])([C:17]([F:32])([F:31])[C:18]([F:30])([F:29])[C:19]([F:28])([F:27])[C:20]([F:26])([F:25])[C:21]([F:24])([F:23])[F:22])[CH2:3][CH2:4][S:5][C:6]1[CH:11]=[CH:10][C:9]([C:12](=[O:16])[CH2:13][CH2:14][CH3:15])=[CH:8][CH:7]=1.ClS(O)(=O)=O.[Br:39]Br. Product: [Br:39][CH:13]([CH2:14][CH3:15])[C:12]([C:9]1[CH:8]=[CH:7][C:6]([S:5][CH2:4][CH2:3][C:2]([F:1])([F:33])[C:17]([F:31])([F:32])[C:18]([F:29])([F:30])[C:19]([F:28])([F:27])[C:20]([F:25])([F:26])[C:21]([F:22])([F:23])[F:24])=[CH:11][CH:10]=1)=[O:16]. The catalyst class is: 2. (2) Reactant: [Br:1][C:2]1[CH:7]=[CH:6][CH:5]=[C:4]([F:8])[C:3]=1I.C([O-])([O-])=O.[Na+].[Na+].[CH3:16][C:17]1[CH:18]=[C:19](B(O)O)[CH:20]=[CH:21][CH:22]=1. Product: [Br:1][C:2]1[C:3]([C:21]2[CH:20]=[CH:19][CH:18]=[C:17]([CH3:16])[CH:22]=2)=[C:4]([F:8])[CH:5]=[CH:6][CH:7]=1. The catalyst class is: 335.